From a dataset of Reaction yield outcomes from USPTO patents with 853,638 reactions. Predict the reaction yield, written as a fraction of the theoretical maximum amount of product (1.0 means a 100% yield; for example, 0.34 means a 34% yield). (1) The reactants are B(F)(F)F.CCOCC.[CH3:10][O:11]/[CH:12]=[CH:13]/[C:14]([O:16][Si](C)(C)C)=[CH2:15].[C:21]1([CH:27]([C:30]2[CH:35]=[CH:34][CH:33]=[CH:32][CH:31]=2)C=O)[CH:26]=[CH:25][CH:24]=[CH:23][CH:22]=1. The catalyst is CCOCC. The product is [CH:27]([CH:10]1[CH2:15][C:14](=[O:16])[CH:13]=[CH:12][O:11]1)([C:21]1[CH:26]=[CH:25][CH:24]=[CH:23][CH:22]=1)[C:30]1[CH:35]=[CH:34][CH:33]=[CH:32][CH:31]=1. The yield is 0.802. (2) The reactants are Cl[C:2]1[C:7]([CH2:8][CH2:9][CH3:10])=[C:6]([N:11]2[CH2:16][CH2:15][CH:14]([C:17]3[N:26]=[C:25]4[C:20]([CH2:21][CH2:22][CH2:23][NH:24]4)=[CH:19][CH:18]=3)[CH2:13][CH2:12]2)[N:5]=[CH:4][N:3]=1.[NH2:27][CH2:28][C@@H:29]([C:41]([O:43][C:44]([CH3:47])([CH3:46])[CH3:45])=[O:42])[NH:30][C:31]([O:33][CH2:34][C:35]1[CH:40]=[CH:39][CH:38]=[CH:37][CH:36]=1)=[O:32].[F-].[Cs+].C1(P(C2C=CC=CC=2)C2C=CC3C(=CC=CC=3)C=2C2C3C(=CC=CC=3)C=CC=2P(C2C=CC=CC=2)C2C=CC=CC=2)C=CC=CC=1. The catalyst is O1CCOCC1.C1C=CC(/C=C/C(/C=C/C2C=CC=CC=2)=O)=CC=1.C1C=CC(/C=C/C(/C=C/C2C=CC=CC=2)=O)=CC=1.C1C=CC(/C=C/C(/C=C/C2C=CC=CC=2)=O)=CC=1.[Pd].[Pd]. The product is [CH3:45][C:44]([O:43][C:41](=[O:42])[C@H:29]([CH2:28][NH:27][C:2]1[C:7]([CH2:8][CH2:9][CH3:10])=[C:6]([N:11]2[CH2:16][CH2:15][CH:14]([C:17]3[N:26]=[C:25]4[C:20]([CH2:21][CH2:22][CH2:23][NH:24]4)=[CH:19][CH:18]=3)[CH2:13][CH2:12]2)[N:5]=[CH:4][N:3]=1)[NH:30][C:31]([O:33][CH2:34][C:35]1[CH:40]=[CH:39][CH:38]=[CH:37][CH:36]=1)=[O:32])([CH3:47])[CH3:46]. The yield is 0.610. (3) The reactants are OO.NC(N)=[O:5].C1(=O)OC(=O)C2=CC=CC=C12.[Cl:18][C:19]1[CH:24]=[CH:23][C:22]([O:25][C:26](=[O:44])[N:27]([C@H:29]2[CH2:34][CH2:33][C@H:32]([O:35][CH2:36][CH2:37][CH2:38][CH2:39][CH2:40][N:41]([CH3:43])[CH3:42])[CH2:31][CH2:30]2)[CH3:28])=[CH:21][CH:20]=1.C([O-])([O-])=O.[K+].[K+]. The catalyst is C(Cl)Cl. The product is [Cl:18][C:19]1[CH:20]=[CH:21][C:22]([O:25][C:26](=[O:44])[N+:27]([O-:5])([C@H:29]2[CH2:34][CH2:33][C@H:32]([O:35][CH2:36][CH2:37][CH2:38][CH2:39][CH2:40][N:41]([CH3:42])[CH3:43])[CH2:31][CH2:30]2)[CH3:28])=[CH:23][CH:24]=1. The yield is 0.630. (4) The reactants are [SH:1][C:2]1[CH:7]=[CH:6][CH:5]=[CH:4][C:3]=1[CH2:8][C:9]([OH:11])=[O:10].[CH3:12][S:13](=S)(OC)=O. The catalyst is O.C(O)C.CCOCC. The product is [CH3:12][S:13][S:1][C:2]1[CH:7]=[CH:6][CH:5]=[CH:4][C:3]=1[CH2:8][C:9]([OH:11])=[O:10]. The yield is 1.00.